Predict the product of the given reaction. From a dataset of Forward reaction prediction with 1.9M reactions from USPTO patents (1976-2016). (1) Given the reactants [OH:1][C:2]1[CH:7]=[CH:6][C:5]([C:8](=[O:16])[CH2:9][C:10](=O)[CH2:11][CH2:12][CH2:13][CH3:14])=[CH:4][CH:3]=1.[N+:17]([C:20]1[CH:25]=[CH:24][C:23]([O:26][NH2:27])=[CH:22][CH:21]=1)([O-:19])=[O:18], predict the reaction product. The product is: [N+:17]([C:20]1[CH:21]=[CH:22][C:23]([O:26][N:27]=[C:10]([CH2:11][CH2:12][CH2:13][CH3:14])[CH2:9][C:8]([C:5]2[CH:6]=[CH:7][C:2]([OH:1])=[CH:3][CH:4]=2)=[O:16])=[CH:24][CH:25]=1)([O-:19])=[O:18]. (2) Given the reactants [F:1][C:2]1[CH:9]=[CH:8][C:5]([CH:6]=O)=[CH:4][CH:3]=1.[N:10]1[CH:15]=[CH:14][CH:13]=[CH:12][C:11]=1[CH2:16][C:17]#[N:18].CC[O-].[Na+], predict the reaction product. The product is: [F:1][C:2]1[CH:9]=[CH:8][C:5]([CH:6]=[C:16]([C:11]2[CH:12]=[CH:13][CH:14]=[CH:15][N:10]=2)[C:17]#[N:18])=[CH:4][CH:3]=1. (3) The product is: [NH:1]([C:31]([O:33][CH2:34][CH:35]1[C:36]2[C:41](=[CH:40][CH:39]=[CH:38][CH:37]=2)[C:42]2[C:47]1=[CH:46][CH:45]=[CH:44][CH:43]=2)=[O:32])[C@H:2]([C:28]([N:48]1[CH2:67][CH2:66][CH2:65][C@H:49]1[C:50]([NH:52][C@@H:53]([C:55]([O:57][CH2:58][C:59]1[CH:60]=[CH:61][CH:62]=[CH:63][CH:64]=1)=[O:56])[CH3:54])=[O:51])=[O:30])[CH2:3][C:4]1[N:8]=[CH:7][N:6]([C:9]([C:22]2[CH:27]=[CH:26][CH:25]=[CH:24][CH:23]=2)([C:16]2[CH:17]=[CH:18][CH:19]=[CH:20][CH:21]=2)[C:10]2[CH:15]=[CH:14][CH:13]=[CH:12][CH:11]=2)[CH:5]=1. Given the reactants [NH:1]([C:31]([O:33][CH2:34][CH:35]1[C:47]2[C:42](=[CH:43][CH:44]=[CH:45][CH:46]=2)[C:41]2[C:36]1=[CH:37][CH:38]=[CH:39][CH:40]=2)=[O:32])[C@H:2]([C:28]([OH:30])=O)[CH2:3][C:4]1[N:8]=[CH:7][N:6]([C:9]([C:22]2[CH:27]=[CH:26][CH:25]=[CH:24][CH:23]=2)([C:16]2[CH:21]=[CH:20][CH:19]=[CH:18][CH:17]=2)[C:10]2[CH:15]=[CH:14][CH:13]=[CH:12][CH:11]=2)[CH:5]=1.[NH:48]1[CH2:67][CH2:66][CH2:65][C@H:49]1[C:50]([NH:52][C@@H:53]([C:55]([O:57][CH2:58][C:59]1[CH:64]=[CH:63][CH:62]=[CH:61][CH:60]=1)=[O:56])[CH3:54])=[O:51].Cl.CN(C(ON1N=NC2C=CC=NC1=2)=[N+](C)C)C.F[P-](F)(F)(F)(F)F, predict the reaction product. (4) Given the reactants [Br:1][C:2]1[CH:3]=[CH:4][C:5]2[S:9][C:8]([CH2:10][CH2:11]OS(C)(=O)=O)=[N:7][C:6]=2[CH:17]=1.CC[N:20]([CH2:23][CH3:24])[CH2:21][CH3:22].[C:25]([O-])(O)=O.[Na+].[O-]S([O-])(=O)=O.[Mg+2], predict the reaction product. The product is: [Br:1][C:2]1[CH:3]=[CH:4][C:5]2[S:9][C:8]([CH2:10][CH2:11][N:20]3[CH2:21][CH2:22][CH2:25][CH:23]3[CH3:24])=[N:7][C:6]=2[CH:17]=1.